From a dataset of Catalyst prediction with 721,799 reactions and 888 catalyst types from USPTO. Predict which catalyst facilitates the given reaction. (1) Reactant: [C:1]([O:5][C:6]([NH:8][CH2:9][C:10]1[C:11]([CH2:27][CH:28]([CH3:30])[CH3:29])=[N:12][C:13]([CH3:26])=[C:14]([C:18]=1[C:19]1[CH:24]=[CH:23][C:22]([CH3:25])=[CH:21][CH:20]=1)[C:15]([OH:17])=[O:16])=[O:7])([CH3:4])([CH3:3])[CH3:2].Br[CH2:32][C:33]#[N:34].C(=O)([O-])[O-].[K+].[K+]. Product: [C:1]([O:5][C:6]([NH:8][CH2:9][C:10]1[C:11]([CH2:27][CH:28]([CH3:30])[CH3:29])=[N:12][C:13]([CH3:26])=[C:14]([C:18]=1[C:19]1[CH:24]=[CH:23][C:22]([CH3:25])=[CH:21][CH:20]=1)[C:15]([O:17][CH2:32][C:33]#[N:34])=[O:16])=[O:7])([CH3:4])([CH3:3])[CH3:2]. The catalyst class is: 42. (2) Reactant: [Br:1][C:2]1[C:3]([Cl:11])=[CH:4][C:5]([O:9][CH3:10])=[C:6]([OH:8])[CH:7]=1.[CH3:12][O:13][CH2:14]OC. Product: [Br:1][C:2]1[CH:7]=[C:6]([O:8][CH2:12][O:13][CH3:14])[C:5]([O:9][CH3:10])=[CH:4][C:3]=1[Cl:11]. The catalyst class is: 22.